This data is from Forward reaction prediction with 1.9M reactions from USPTO patents (1976-2016). The task is: Predict the product of the given reaction. (1) Given the reactants [Cl:1][C:2]1[CH:7]=[C:6]([OH:8])[CH:5]=[CH:4][C:3]=1[CH:9]([CH3:28])[C:10]([C:16]1[CH:17]=[CH:18][C:19]2[O:24][CH2:23][C:22](=[O:25])[N:21]([CH3:26])[C:20]=2[CH:27]=1)([OH:15])[C:11]([F:14])([F:13])[F:12].[Cl:29][C:30]1[CH:31]=[C:32](B(O)O)[CH:33]=[CH:34][C:35]=1[C:36]([O:38][CH3:39])=[O:37], predict the reaction product. The product is: [CH3:39][O:38][C:36](=[O:37])[C:35]1[CH:34]=[CH:33][C:32]([O:8][C:6]2[CH:5]=[CH:4][C:3]([CH:9]([CH3:28])[C:10]([OH:15])([C:16]3[CH:17]=[CH:18][C:19]4[O:24][CH2:23][C:22](=[O:25])[N:21]([CH3:26])[C:20]=4[CH:27]=3)[C:11]([F:12])([F:13])[F:14])=[C:2]([Cl:1])[CH:7]=2)=[CH:31][C:30]=1[Cl:29]. (2) Given the reactants Br[C:2]1[N:6]([S:7]([C:10]2[CH:15]=[CH:14][CH:13]=[CH:12][CH:11]=2)(=[O:9])=[O:8])[C:5]([CH3:16])=[C:4]([CH:17]=[O:18])[CH:3]=1.[N:19]1[CH:24]=[CH:23][CH:22]=[C:21](B(O)O)[CH:20]=1.C(=O)([O-])[O-].[Na+].[Na+], predict the reaction product. The product is: [CH3:16][C:5]1[N:6]([S:7]([C:10]2[CH:15]=[CH:14][CH:13]=[CH:12][CH:11]=2)(=[O:9])=[O:8])[C:2]([C:21]2[CH:20]=[N:19][CH:24]=[CH:23][CH:22]=2)=[CH:3][C:4]=1[CH:17]=[O:18]. (3) Given the reactants [Cl:1][C:2]1[CH:3]=[CH:4][C:5]([CH2:8][O:9][C:10]2[CH:15]=[CH:14][NH:13][C:12](=[O:16])[CH:11]=2)=[N:6][CH:7]=1.Br[C:18]1[CH:19]=[CH:20][C:21]2[C:22]3[CH2:31][N:30]([C:32]([O:34][C:35]([CH3:38])([CH3:37])[CH3:36])=[O:33])[CH2:29][CH2:28][C:23]=3[N:24]([CH3:27])[C:25]=2[CH:26]=1, predict the reaction product. The product is: [Cl:1][C:2]1[CH:3]=[CH:4][C:5]([CH2:8][O:9][C:10]2[CH:15]=[CH:14][N:13]([C:18]3[CH:19]=[CH:20][C:21]4[C:22]5[CH2:31][N:30]([C:32]([O:34][C:35]([CH3:38])([CH3:37])[CH3:36])=[O:33])[CH2:29][CH2:28][C:23]=5[N:24]([CH3:27])[C:25]=4[CH:26]=3)[C:12](=[O:16])[CH:11]=2)=[N:6][CH:7]=1. (4) Given the reactants [C:1]1([CH2:7][CH2:8][C:9](Cl)=[O:10])C=CC=CC=1.[CH3:12][N:13]1[CH2:22][C:21]2([CH2:24][CH2:23]2)[C:20]2[C:15](=[CH:16][C:17]([NH2:25])=[CH:18][CH:19]=2)[CH2:14]1.[NH:26]=[C:27]1C2C(=NC=NC=2)N[C:29](=O)[NH:28]1.CN1CCN([C:45]2[CH:51]=[CH:50][C:48](N)=[CH:47][CH:46]=2)CC1.[CH2:52]([NH:55][NH2:56])[CH:53]=[CH2:54].CNN.N, predict the reaction product. The product is: [CH2:52]([N:55]1[C:9](=[O:10])[C:8]2[CH:29]=[N:28][C:27]([NH:25][C:17]3[CH:16]=[C:15]4[C:20]([C:21]5([CH2:24][CH2:23]5)[CH2:22][N:13]([CH3:12])[CH2:14]4)=[CH:19][CH:18]=3)=[N:26][C:7]=2[C:1]([C:45]2[CH:46]=[CH:47][CH:48]=[CH:50][CH:51]=2)=[N:56]1)[CH:53]=[CH2:54]. (5) Given the reactants C(=O)([O-])[O-].[Na+].[Na+].[F:7][C:8]1[CH:13]=[CH:12][CH:11]=[CH:10][C:9]=1B(O)O.Br[C:18]1[CH:30]=[CH:29][C:21]([C:22]([O:24][C:25]([CH3:28])([CH3:27])[CH3:26])=[O:23])=[C:20]([NH:31][C:32]([C:34]2[CH:35]=[N:36][CH:37]=[C:38]([C:40]3[CH:45]=[CH:44][CH:43]=[CH:42][CH:41]=3)[CH:39]=2)=[O:33])[CH:19]=1.C(O)(=O)CC(CC(O)=O)(C(O)=O)O, predict the reaction product. The product is: [F:7][C:8]1[CH:13]=[CH:12][CH:11]=[CH:10][C:9]=1[C:18]1[CH:30]=[CH:29][C:21]([C:22]([O:24][C:25]([CH3:27])([CH3:26])[CH3:28])=[O:23])=[C:20]([NH:31][C:32]([C:34]2[CH:35]=[N:36][CH:37]=[C:38]([C:40]3[CH:45]=[CH:44][CH:43]=[CH:42][CH:41]=3)[CH:39]=2)=[O:33])[CH:19]=1. (6) The product is: [CH2:27]([N:22]1[CH2:21][CH2:20][N:16]2[C:17]3[CH:18]=[CH:19][C:11]([O:10][CH:7]4[CH2:8][CH2:9][N:4]([CH:1]([CH3:3])[CH3:2])[CH2:5][CH2:6]4)=[CH:12][C:13]=3[CH:14]=[C:15]2[C:23]1=[O:24])[C:28]1[CH:33]=[CH:32][CH:31]=[CH:30][CH:29]=1. Given the reactants [CH:1]([N:4]1[CH2:9][CH2:8][CH:7]([O:10][C:11]2[CH:19]=[CH:18][C:17]3[N:16]4[CH2:20][CH2:21][NH:22][C:23](=[O:24])[C:15]4=[CH:14][C:13]=3[CH:12]=2)[CH2:6][CH2:5]1)([CH3:3])[CH3:2].[H-].[Na+].[CH2:27](Br)[C:28]1[CH:33]=[CH:32][CH:31]=[CH:30][CH:29]=1, predict the reaction product.